The task is: Regression/Classification. Given a drug SMILES string, predict its absorption, distribution, metabolism, or excretion properties. Task type varies by dataset: regression for continuous measurements (e.g., permeability, clearance, half-life) or binary classification for categorical outcomes (e.g., BBB penetration, CYP inhibition). Dataset: cyp1a2_veith.. This data is from CYP1A2 inhibition data for predicting drug metabolism from PubChem BioAssay. (1) The molecule is Cc1ccc(-c2cc(C(=O)NCc3ccco3)c3ccccc3n2)s1. The result is 1 (inhibitor). (2) The molecule is O=C(Nc1cccc(F)c1)N1CC2(CCN(C(=O)c3csnn3)CC2)C1. The result is 0 (non-inhibitor). (3) The compound is CC(=O)O[C@H]1CC[C@@]2(C)C(=CC[C@H]3[C@@H]2CC[C@@]2(C)[C@@H](c4cc(C(F)(F)F)n(C(C)=O)n4)CC[C@@H]32)C1. The result is 0 (non-inhibitor). (4) The molecule is CN1CCc2cc(O)c(O)cc2[C@H](c2ccccc2)C1. The result is 0 (non-inhibitor). (5) The result is 1 (inhibitor). The drug is COCC(=O)N(C)c1nnc(-c2ccc([N+](=O)[O-])cc2)s1. (6) The compound is COc1ccccc1CNc1ccnc(-c2ccccc2Cl)n1. The result is 1 (inhibitor). (7) The drug is COc1ccccc1-c1c(C)oc2c(CN3CCN(CCO)CC3)c(O)ccc2c1=O. The result is 0 (non-inhibitor).